From a dataset of Full USPTO retrosynthesis dataset with 1.9M reactions from patents (1976-2016). Predict the reactants needed to synthesize the given product. (1) Given the product [CH2:13]([O:20]/[N:21]=[C:7]1\[CH2:6][CH2:5][C:4]2[C:8]\1=[CH:9][CH:10]=[C:2]([Br:1])[CH:3]=2)[C:14]1[CH:19]=[CH:18][CH:17]=[CH:16][CH:15]=1, predict the reactants needed to synthesize it. The reactants are: [Br:1][C:2]1[CH:3]=[C:4]2[C:8](=[CH:9][CH:10]=1)[C:7](=O)[CH2:6][CH2:5]2.Cl.[CH2:13]([O:20][NH2:21])[C:14]1[CH:19]=[CH:18][CH:17]=[CH:16][CH:15]=1.N1C=CC=CC=1. (2) Given the product [OH:2][C:3]1[CH:11]=[C:10]([N+:12]([O-:14])=[O:13])[CH:9]=[CH:8][C:4]=1[C:5]([OH:7])=[O:6], predict the reactants needed to synthesize it. The reactants are: C[O:2][C:3]1[CH:11]=[C:10]([N+:12]([O-:14])=[O:13])[CH:9]=[CH:8][C:4]=1[C:5]([OH:7])=[O:6].Br. (3) Given the product [NH2:9][C:3]1[N:4]=[CH:5][N:6]=[C:7]([NH:10][CH2:11][CH:12]2[CH2:13][CH2:14][N:15]([C:18](=[O:20])[CH:42]=[CH2:43])[CH2:16][CH2:17]2)[C:2]=1[C:34]1[CH:35]=[CH:36][C:31]([O:30][C:29]2[CH:40]=[CH:41][C:26]([OH:25])=[CH:27][CH:28]=2)=[CH:32][CH:33]=1, predict the reactants needed to synthesize it. The reactants are: Cl[C:2]1[C:3]([NH2:9])=[N:4][CH:5]=[N:6][C:7]=1Cl.[NH2:10][CH2:11][CH:12]1[CH2:17][CH2:16][N:15]([C:18]([O:20]C(C)(C)C)=O)[CH2:14][CH2:13]1.[OH:25][C:26]1[CH:41]=[CH:40][C:29]([O:30][C:31]2[CH:36]=[CH:35][C:34](B(O)O)=[CH:33][CH:32]=2)=[CH:28][CH:27]=1.[C:42](Cl)(=O)[CH:43]=C.